From a dataset of Full USPTO retrosynthesis dataset with 1.9M reactions from patents (1976-2016). Predict the reactants needed to synthesize the given product. (1) Given the product [N:1]([CH2:4][CH2:5][O:6][CH2:7][CH2:8][O:9][CH2:10][CH2:11][O:12][CH2:13][CH2:14][NH:15][S:42]([C:38]1[CH:39]=[CH:40][CH:41]=[C:36]([CH:27]2[C:26]3[C:31](=[C:32]([Cl:34])[CH:33]=[C:24]([Cl:23])[CH:25]=3)[CH2:30][N:29]([CH3:35])[CH2:28]2)[CH:37]=1)(=[O:44])=[O:43])=[N+:2]=[N-:3], predict the reactants needed to synthesize it. The reactants are: [N:1]([CH2:4][CH2:5][O:6][CH2:7][CH2:8][O:9][CH2:10][CH2:11][O:12][CH2:13][CH2:14][NH2:15])=[N+:2]=[N-:3].C(N(CC)CC)C.[Cl:23][C:24]1[CH:25]=[C:26]2[C:31](=[C:32]([Cl:34])[CH:33]=1)[CH2:30][N:29]([CH3:35])[CH2:28][CH:27]2[C:36]1[CH:37]=[C:38]([S:42](Cl)(=[O:44])=[O:43])[CH:39]=[CH:40][CH:41]=1. (2) Given the product [F:13][C:14]1[CH:15]=[C:16]([N:17]2[CH2:6][CH2:7][CH:5]([C:8]([OH:9])=[O:10])[C:4]2=[O:11])[CH:18]=[CH:19][C:20]=1[F:21], predict the reactants needed to synthesize it. The reactants are: CC1(C)[O:9][C:8](=[O:10])[C:5]2([CH2:7][CH2:6]2)[C:4](=[O:11])O1.[F:13][C:14]1[CH:15]=[C:16]([CH:18]=[CH:19][C:20]=1[F:21])[NH2:17]. (3) Given the product [N:39]([C@@H:12]1[CH2:36][CH2:35][C@@:34]2([CH3:37])[C@@H:14]([CH2:15][CH2:16][C@@H:17]3[C@@H:33]2[CH2:32][CH2:31][C@@:30]2([CH3:38])[C@H:18]3[CH2:19][CH2:20][C@@H:21]2[C@H:22]([CH3:29])[CH2:23][CH2:24][CH2:25][CH:26]([CH3:28])[CH3:27])[CH2:13]1)=[N+:40]=[N-:41], predict the reactants needed to synthesize it. The reactants are: S(O[C@H:12]1[CH2:36][CH2:35][C@@:34]2([CH3:37])[C@@H:14]([CH2:15][CH2:16][C@@H:17]3[C@@H:33]2[CH2:32][CH2:31][C@@:30]2([CH3:38])[C@H:18]3[CH2:19][CH2:20][C@@H:21]2[C@H:22]([CH3:29])[CH2:23][CH2:24][CH2:25][CH:26]([CH3:28])[CH3:27])[CH2:13]1)(C1C=CC(C)=CC=1)(=O)=O.[N-:39]=[N+:40]=[N-:41].[Na+]. (4) Given the product [S:9]1[C:10]2[CH:16]=[CH:15][CH:14]=[CH:13][C:11]=2[N:12]=[C:8]1[CH2:7][O:6][C:5]1[CH:17]=[CH:18][C:2]([NH:29][CH2:28][C:27]2[CH:30]=[CH:31][C:24]([Br:23])=[CH:25][CH:26]=2)=[C:3]([N+:19]([O-:21])=[O:20])[CH:4]=1, predict the reactants needed to synthesize it. The reactants are: F[C:2]1[CH:18]=[CH:17][C:5]([O:6][CH2:7][C:8]2[S:9][C:10]3[CH:16]=[CH:15][CH:14]=[CH:13][C:11]=3[N:12]=2)=[CH:4][C:3]=1[N+:19]([O-:21])=[O:20].Cl.[Br:23][C:24]1[CH:31]=[CH:30][C:27]([CH2:28][NH2:29])=[CH:26][CH:25]=1.CCN(C(C)C)C(C)C. (5) Given the product [ClH:28].[ClH:28].[CH3:1][C:2]1[N:7]=[CH:6][C:5]([O:8][CH2:9][CH2:10][CH2:11][CH2:12][S:13][C:14]2[C:23]3[C:18](=[CH:19][C:20]([C:24]([F:25])([F:26])[F:27])=[CH:21][CH:22]=3)[N:17]=[CH:16][CH:15]=2)=[CH:4][CH:3]=1, predict the reactants needed to synthesize it. The reactants are: [CH3:1][C:2]1[N:7]=[CH:6][C:5]([O:8][CH2:9][CH2:10][CH2:11][CH2:12][S:13][C:14]2[C:23]3[C:18](=[CH:19][C:20]([C:24]([F:27])([F:26])[F:25])=[CH:21][CH:22]=3)[N:17]=[CH:16][CH:15]=2)=[CH:4][CH:3]=1.[ClH:28].O=P12OP3(OP(OP(O3)(O1)=O)(=O)O2)=O. (6) The reactants are: [NH2:1][CH2:2][CH2:3][CH2:4][OH:5].[O:6]1[C:10]2[CH:11]=[CH:12][C:13]([C:15]3[C:16]4[C:30](=O)[O:29][C:28](=[O:32])[C:17]=4[CH:18]=[C:19]4[C:27]=3[C:23]3[O:24][CH2:25][O:26][C:22]=3[CH:21]=[CH:20]4)=[CH:14][C:9]=2[O:8][CH2:7]1.O. Given the product [O:6]1[C:10]2[CH:11]=[CH:12][C:13]([C:15]3[C:27]4[C:19](=[CH:20][CH:21]=[C:22]5[O:26][CH2:25][O:24][C:23]5=4)[CH:18]=[C:17]4[C:28](=[O:32])[N:1]([CH2:2][CH2:3][CH2:4][OH:5])[C:30](=[O:29])[C:16]=34)=[CH:14][C:9]=2[O:8][CH2:7]1, predict the reactants needed to synthesize it. (7) Given the product [CH3:12][N:13]([CH3:14])[C:8]1[CH:7]=[CH:6][C:3]([C:4]#[N:5])=[C:2]([F:1])[C:9]=1[F:10], predict the reactants needed to synthesize it. The reactants are: [F:1][C:2]1[C:9]([F:10])=[C:8](F)[CH:7]=[CH:6][C:3]=1[C:4]#[N:5].[CH3:12][NH:13][CH3:14].